This data is from Reaction yield outcomes from USPTO patents with 853,638 reactions. The task is: Predict the reaction yield, written as a fraction of the theoretical maximum amount of product (1.0 means a 100% yield; for example, 0.34 means a 34% yield). (1) The reactants are C(O)(=O)C.S(=O)(=O)(O)O.[N+:10]([O-:13])(O)=[O:11].[CH2:14]([O:21][C:22]1[CH:37]=[CH:36][C:25]([C:26]([O:28][CH2:29][C:30]2[CH:35]=[CH:34][CH:33]=[CH:32][CH:31]=2)=[O:27])=[CH:24][C:23]=1[O:38][CH3:39])[C:15]1[CH:20]=[CH:19][CH:18]=[CH:17][CH:16]=1. The catalyst is ClCCl. The product is [CH2:14]([O:21][C:22]1[C:23]([O:38][CH3:39])=[CH:24][C:25]([C:26]([O:28][CH2:29][C:30]2[CH:31]=[CH:32][CH:33]=[CH:34][CH:35]=2)=[O:27])=[C:36]([N+:10]([O-:13])=[O:11])[CH:37]=1)[C:15]1[CH:16]=[CH:17][CH:18]=[CH:19][CH:20]=1. The yield is 0.900. (2) The reactants are [C:1]([C:5]1[CH:9]=[C:8]([NH:10][C:11]([NH:13][C:14]2[CH:19]=[C:18]([C:20]3[C:31](=[O:32])[N:30]([CH:33]([CH3:35])[CH3:34])[C:23]4[N:24]=[C:25](SC)[N:26]=[CH:27][C:22]=4[CH:21]=3)[C:17]([CH3:36])=[CH:16][C:15]=2[F:37])=[O:12])[O:7][N:6]=1)([CH3:4])([CH3:3])[CH3:2].[CH3:38][NH2:39]. No catalyst specified. The product is [C:1]([C:5]1[CH:9]=[C:8]([NH:10][C:11]([NH:13][C:14]2[CH:19]=[C:18]([C:20]3[C:31](=[O:32])[N:30]([CH:33]([CH3:35])[CH3:34])[C:23]4[N:24]=[C:25]([NH:39][CH3:38])[N:26]=[CH:27][C:22]=4[CH:21]=3)[C:17]([CH3:36])=[CH:16][C:15]=2[F:37])=[O:12])[O:7][N:6]=1)([CH3:4])([CH3:3])[CH3:2]. The yield is 0.500. (3) The reactants are [N:1]1[CH:2]=[CH:3][N:4]2[CH:9]=[CH:8][C:7]([NH2:10])=[CH:6][C:5]=12.C([O-])([O-])=O.[Cs+].[Cs+].Br[C:18]1[C:19](=[O:26])[N:20]([CH3:25])[CH:21]=[C:22]([Br:24])[N:23]=1.CC1(C)C2C(=C(P(C3C=CC=CC=3)C3C=CC=CC=3)C=CC=2)OC2C(P(C3C=CC=CC=3)C3C=CC=CC=3)=CC=CC1=2. The catalyst is C1C=CC(/C=C/C(/C=C/C2C=CC=CC=2)=O)=CC=1.C1C=CC(/C=C/C(/C=C/C2C=CC=CC=2)=O)=CC=1.C1C=CC(/C=C/C(/C=C/C2C=CC=CC=2)=O)=CC=1.[Pd].[Pd].O1CCOCC1. The product is [Br:24][C:22]1[N:23]=[C:18]([NH:10][C:7]2[CH:8]=[CH:9][N:4]3[CH:3]=[CH:2][N:1]=[C:5]3[CH:6]=2)[C:19](=[O:26])[N:20]([CH3:25])[CH:21]=1. The yield is 0.440. (4) The reactants are Cl[C:2]1[C:11]2[C:6](=[CH:7][C:8]([O:14][CH3:15])=[C:9]([O:12][CH3:13])[CH:10]=2)[N:5]=[CH:4][N:3]=1.[OH:16][C:17]1[CH:30]=[CH:29][C:28]([CH3:31])=[CH:27][C:18]=1[C:19]([C:21]1[CH:26]=[CH:25][CH:24]=[CH:23][CH:22]=1)=[O:20]. The catalyst is CN(C)C1C=CN=CC=1.ClC1C=CC=CC=1Cl. The product is [CH3:13][O:12][C:9]1[CH:10]=[C:11]2[C:6](=[CH:7][C:8]=1[O:14][CH3:15])[N:5]=[CH:4][N:3]=[C:2]2[O:16][C:17]1[CH:30]=[CH:29][C:28]([CH3:31])=[CH:27][C:18]=1[C:19]([C:21]1[CH:22]=[CH:23][CH:24]=[CH:25][CH:26]=1)=[O:20]. The yield is 0.920.